From a dataset of Full USPTO retrosynthesis dataset with 1.9M reactions from patents (1976-2016). Predict the reactants needed to synthesize the given product. (1) Given the product [ClH:17].[CH3:1][O:2][CH2:3][CH2:4][CH2:5][O:6][CH2:7][CH2:8][NH2:9], predict the reactants needed to synthesize it. The reactants are: [CH3:1][O:2][CH2:3][CH2:4][CH2:5][O:6][CH2:7][CH2:8][NH:9]C(=O)OC(C)(C)C.[ClH:17]. (2) Given the product [CH2:11]([C@H:13]([NH:20][C:21]([C:23]1[C:32]2[C:27](=[CH:28][CH:29]=[CH:30][CH:31]=2)[N:26]=[C:25]([C:33]2[CH:34]=[CH:35][CH:36]=[CH:37][CH:38]=2)[C:24]=1[O:39][CH2:40][CH:41]=[O:42])=[O:22])[C:14]1[CH:19]=[CH:18][CH:17]=[CH:16][CH:15]=1)[CH3:12], predict the reactants needed to synthesize it. The reactants are: C(Cl)(=O)C(Cl)=O.CS(C)=O.[CH2:11]([C@H:13]([NH:20][C:21]([C:23]1[C:32]2[C:27](=[CH:28][CH:29]=[CH:30][CH:31]=2)[N:26]=[C:25]([C:33]2[CH:38]=[CH:37][CH:36]=[CH:35][CH:34]=2)[C:24]=1[O:39][CH2:40][CH2:41][OH:42])=[O:22])[C:14]1[CH:19]=[CH:18][CH:17]=[CH:16][CH:15]=1)[CH3:12].O. (3) Given the product [N:1]1[C:10]2[C:5](=[CH:6][CH:7]=[CH:8][CH:9]=2)[CH:4]=[CH:3][C:2]=1[N:11]1[CH2:12][CH:13]([C:15]2[C:16]([N:21]3[CH2:25][CH2:24][CH:23]([NH:26][C:44](=[O:47])[O:45][CH3:46])[CH2:22]3)=[N:17][CH:18]=[CH:19][N:20]=2)[CH2:14]1, predict the reactants needed to synthesize it. The reactants are: [N:1]1[C:10]2[C:5](=[CH:6][CH:7]=[CH:8][CH:9]=2)[CH:4]=[CH:3][C:2]=1[N:11]1[CH2:14][CH:13]([C:15]2[C:16]([N:21]3[CH2:25][CH2:24][CH:23]([NH2:26])[CH2:22]3)=[N:17][CH:18]=[CH:19][N:20]=2)[CH2:12]1.N1C=CC=CC=1.N1(C2C=CN=CC=2)CCCC1.[C:44](Cl)(=[O:47])[O:45][CH3:46]. (4) Given the product [Br:1][C:2]1[S:3][C:4]([C:8]([NH:26][CH2:27][C:28]2[CH:29]=[N:30][CH:31]=[CH:32][CH:33]=2)=[O:10])=[C:5]([CH3:7])[N:6]=1, predict the reactants needed to synthesize it. The reactants are: [Br:1][C:2]1[S:3][C:4]([C:8]([OH:10])=O)=[C:5]([CH3:7])[N:6]=1.CN1CCOCC1.ClC(OCC(C)C)=O.[NH2:26][CH2:27][C:28]1[CH:29]=[N:30][CH:31]=[CH:32][CH:33]=1. (5) Given the product [CH3:13][C:12]1[C:5]2[C:4](=[C:3]([C:2]([F:16])([F:15])[F:1])[CH:8]=[CH:7][CH:6]=2)[CH2:9][CH2:10][N:11]=1, predict the reactants needed to synthesize it. The reactants are: [F:1][C:2]([F:16])([F:15])[C:3]1[CH:8]=[CH:7][CH:6]=[CH:5][C:4]=1[CH2:9][CH2:10][NH:11][C:12](=O)[CH3:13].O=P12OP3(OP(OP(O3)(O1)=O)(=O)O2)=O. (6) Given the product [C:37]([OH:44])(=[O:43])/[CH:38]=[CH:39]\[C:40]([OH:42])=[O:41].[C:37]([OH:44])(=[O:43])/[CH:38]=[CH:39]\[C:40]([OH:42])=[O:41].[CH3:1][N:2]1[CH2:3][CH2:4][N:5]([C@@H:8]2[CH2:13][CH2:12][C@H:11]([N:14]3[C:18]4=[N:19][CH:20]=[N:21][C:22]([NH2:23])=[C:17]4[C:16]([C:24]4[CH:25]=[N:26][C:27]([O:30][C:31]5[CH:32]=[CH:33][CH:34]=[CH:35][CH:36]=5)=[CH:28][CH:29]=4)=[N:15]3)[CH2:10][CH2:9]2)[CH2:6][CH2:7]1, predict the reactants needed to synthesize it. The reactants are: [CH3:1][N:2]1[CH2:7][CH2:6][N:5]([C@@H:8]2[CH2:13][CH2:12][C@H:11]([N:14]3[C:18]4=[N:19][CH:20]=[N:21][C:22]([NH2:23])=[C:17]4[C:16]([C:24]4[CH:25]=[N:26][C:27]([O:30][C:31]5[CH:36]=[CH:35][CH:34]=[CH:33][CH:32]=5)=[CH:28][CH:29]=4)=[N:15]3)[CH2:10][CH2:9]2)[CH2:4][CH2:3]1.[C:37]([OH:44])(=[O:43])/[CH:38]=[CH:39]\[C:40]([OH:42])=[O:41]. (7) Given the product [F:13][C:11]([F:12])([F:14])[O:10][C:5]1[CH:6]=[CH:7][CH:8]=[CH:9][C:4]=1[NH:1][C:2]([NH2:25])=[S:3], predict the reactants needed to synthesize it. The reactants are: [N:1]([C:4]1[CH:9]=[CH:8][CH:7]=[CH:6][C:5]=1[O:10][C:11]([F:14])([F:13])[F:12])=[C:2]=[S:3].C(OC1C=CC=CC=1[N:25]=C=S)(C)C.